This data is from Full USPTO retrosynthesis dataset with 1.9M reactions from patents (1976-2016). The task is: Predict the reactants needed to synthesize the given product. (1) Given the product [CH2:23]([O:22][C:21]([NH:20][C:17]1[CH:16]=[CH:15][C:14]([CH2:12][N:1]2[CH2:4][CH:3]([C:5]([OH:7])=[O:6])[CH2:2]2)=[CH:19][CH:18]=1)=[O:30])[C:24]1[CH:25]=[CH:26][CH:27]=[CH:28][CH:29]=1, predict the reactants needed to synthesize it. The reactants are: [NH:1]1[CH2:4][CH:3]([C:5]([OH:7])=[O:6])[CH2:2]1.C(O)(=O)C.[CH:12]([C:14]1[CH:19]=[CH:18][C:17]([NH:20][C:21](=[O:30])[O:22][CH2:23][C:24]2[CH:29]=[CH:28][CH:27]=[CH:26][CH:25]=2)=[CH:16][CH:15]=1)=O.C([BH3-])#N. (2) Given the product [CH3:9][C:8]1[N:7]=[CH:5][C:4]([CH2:3][O:70][P:69]([OH:73])([OH:72])=[O:71])=[C:12]([CH:11]=[O:10])[C:13]=1[OH:40].[P:69]([O-:73])([O-:72])([O-:71])=[O:70], predict the reactants needed to synthesize it. The reactants are: NC(C)/[CH:3]=[CH:4]/[C:5]([NH:7][C@@H:8]1[CH2:13][C@H:12](C)[C@H:11](C/C=C(\C)/C=C/[C@H]2O[C@H](CC(N)=O)C[C@]3(OC3)C2)[O:10][C@@H:9]1C)=O.NC(C)/C=C\C(N[C@@H]1C[C@H](C)[C@H](C/C=C(\C)/C=C/[C@H]2O[C@H](CC(N)=O)C[C@]3(OC3)C2)O[C@@H]1C)=[O:40].[P:69]([O-:73])([O-:72])([O-:71])=[O:70].[Na+].[Na+].[Na+].C(N)(C)C. (3) Given the product [CH2:35]([S:44][C:2]1[CH:34]=[CH:33][C:5]2=[N:6][N:7]([C:9]3[CH:14]=[C:13]([C:15]([CH2:18][C:19]([CH3:22])([CH3:21])[CH3:20])([CH3:17])[CH3:16])[CH:12]=[C:11]([C:23]([C:26]4[CH:31]=[CH:30][CH:29]=[CH:28][CH:27]=4)([CH3:25])[CH3:24])[C:10]=3[OH:32])[N:8]=[C:4]2[CH:3]=1)[CH2:36][CH2:37][CH2:38][CH2:39][CH2:40][CH2:41][CH2:42][CH3:43], predict the reactants needed to synthesize it. The reactants are: Cl[C:2]1[CH:34]=[CH:33][C:5]2=[N:6][N:7]([C:9]3[CH:14]=[C:13]([C:15]([CH2:18][C:19]([CH3:22])([CH3:21])[CH3:20])([CH3:17])[CH3:16])[CH:12]=[C:11]([C:23]([C:26]4[CH:31]=[CH:30][CH:29]=[CH:28][CH:27]=4)([CH3:25])[CH3:24])[C:10]=3[OH:32])[N:8]=[C:4]2[CH:3]=1.[CH2:35]([SH:44])[CH2:36][CH2:37][CH2:38][CH2:39][CH2:40][CH2:41][CH2:42][CH3:43]. (4) Given the product [N:6]1[CH:7]=[CH:8][CH:9]=[C:10]([CH2:11][OH:12])[C:5]=1[CH2:3][OH:2], predict the reactants needed to synthesize it. The reactants are: C[O:2][C:3]([C:5]1[C:10]([C:11](OC)=[O:12])=[CH:9][CH:8]=[CH:7][N:6]=1)=O.[BH4-].[Na+].CC(C)=O.CCOC(C)=O. (5) Given the product [NH2:27]/[C:20](/[CH3:21])=[CH:19]\[C:18]([NH:17][C:14]1[CH:15]=[C:16]2[C:11]([CH:10]=[CH:9][N:8]2[CH2:7][O:6][C:5]2[CH:24]=[CH:25][CH:26]=[C:3]([C:1]#[N:2])[CH:4]=2)=[CH:12][CH:13]=1)=[O:23], predict the reactants needed to synthesize it. The reactants are: [C:1]([C:3]1[CH:4]=[C:5]([CH:24]=[CH:25][CH:26]=1)[O:6][CH2:7][N:8]1[C:16]2[C:11](=[CH:12][CH:13]=[C:14]([NH:17][C:18](=[O:23])[CH2:19][C:20](=O)[CH3:21])[CH:15]=2)[CH:10]=[CH:9]1)#[N:2].[NH3:27]. (6) Given the product [C:38]([NH:42][C:43]([C@@H:45]1[CH2:50][N:49]([C:32]([N:12]2[C@@:13]([C:25]3[CH:30]=[CH:29][C:28]([Cl:31])=[CH:27][CH:26]=3)([CH3:24])[C@@:14]([C:17]3[CH:22]=[CH:21][C:20]([Cl:23])=[CH:19][CH:18]=3)([CH3:16])[N:15]=[C:11]2[C:8]2[CH:9]=[N:10][C:5]([C:1]([CH3:3])([CH3:4])[CH3:2])=[CH:6][C:7]=2[O:35][CH2:36][CH3:37])=[O:33])[CH2:48][CH2:47][NH:46]1)=[O:44])([CH3:41])([CH3:39])[CH3:40], predict the reactants needed to synthesize it. The reactants are: [C:1]([C:5]1[N:10]=[CH:9][C:8]([C:11]2[N:12]([C:32](Cl)=[O:33])[C@@:13]([C:25]3[CH:30]=[CH:29][C:28]([Cl:31])=[CH:27][CH:26]=3)([CH3:24])[C@@:14]([C:17]3[CH:22]=[CH:21][C:20]([Cl:23])=[CH:19][CH:18]=3)([CH3:16])[N:15]=2)=[C:7]([O:35][CH2:36][CH3:37])[CH:6]=1)([CH3:4])([CH3:3])[CH3:2].[C:38]([NH:42][C:43]([C@@H:45]1[CH2:50][NH:49][CH2:48][CH2:47][NH:46]1)=[O:44])([CH3:41])([CH3:40])[CH3:39]. (7) Given the product [F:1][C:2]1[C:7]([F:8])=[CH:6][CH:5]=[C:4]([N:9]2[CH:13]=[C:12]([C:14]([F:15])([F:17])[F:16])[N:11]=[N:10]2)[C:3]=1[C:18]1[N:23]=[CH:22][N:21]([C@@H:26]2[C:42]3[CH:43]=[C:38]([CH:39]=[CH:40][N:41]=3)[C:37]3[N:36]([CH:44]([F:45])[F:46])[N:35]=[CH:34][C:33]=3[NH:32][C:31](=[O:47])[C@H:30]([CH3:48])[CH2:29][CH2:28][CH2:27]2)[C:20](=[O:24])[CH:19]=1, predict the reactants needed to synthesize it. The reactants are: [F:1][C:2]1[C:7]([F:8])=[CH:6][CH:5]=[C:4]([N:9]2[CH:13]=[C:12]([C:14]([F:17])([F:16])[F:15])[N:11]=[N:10]2)[C:3]=1[C:18]1[N:23]=[CH:22][N:21]=[C:20]([OH:24])[CH:19]=1.N[C@@H:26]1[C:42]2[CH:43]=[C:38]([CH:39]=[CH:40][N:41]=2)[C:37]2[N:36]([CH:44]([F:46])[F:45])[N:35]=[CH:34][C:33]=2[NH:32][C:31](=[O:47])[C@H:30]([CH3:48])[CH2:29][CH2:28][CH2:27]1.CN(C(ON1N=NC2C=CC=NC1=2)=[N+](C)C)C.F[P-](F)(F)(F)(F)F.C1CCN2C(=NCCC2)CC1. (8) Given the product [Br:37][CH2:8][CH2:7][CH2:6][CH2:5][CH2:4][CH2:3][CH:2]([CH3:10])[CH3:1], predict the reactants needed to synthesize it. The reactants are: [CH3:1][CH:2]([CH3:10])[CH2:3][CH2:4][CH2:5][CH2:6][CH2:7][CH2:8]O.C1(P(C2C=CC=CC=2)C2C=CC=CC=2)C=CC=CC=1.C1C(=O)N([Br:37])C(=O)C1. (9) Given the product [CH:14]1([N:6]([CH2:5][C:4]2[CH:3]=[C:2](/[CH:30]=[CH:31]/[CH2:32][O:33][CH3:34])[CH:19]=[C:18]([CH:20]=[O:21])[CH:17]=2)[C:7](=[O:13])[O:8][C:9]([CH3:12])([CH3:11])[CH3:10])[CH2:16][CH2:15]1, predict the reactants needed to synthesize it. The reactants are: Br[C:2]1[CH:3]=[C:4]([CH:17]=[C:18]([CH:20]=[O:21])[CH:19]=1)[CH2:5][N:6]([CH:14]1[CH2:16][CH2:15]1)[C:7](=[O:13])[O:8][C:9]([CH3:12])([CH3:11])[CH3:10].CC1(C)C(C)(C)OB(/[CH:30]=[CH:31]/[CH2:32][O:33][CH3:34])O1.C([O-])([O-])=O.[Na+].[Na+]. (10) Given the product [Cl:17][C:18]1[C:19]([C:30]([NH:31][CH:32]2[CH2:34][CH2:33]2)=[O:35])=[CH:20][C:21]2[N:25]=[C:24]([C:26]([NH:4][CH:3]([C:5]3[CH:10]=[CH:9][CH:8]=[C:7]([C:11]([F:12])([F:13])[F:14])[CH:6]=3)[C:2]([F:15])([F:16])[F:1])=[O:27])[NH:23][C:22]=2[CH:29]=1, predict the reactants needed to synthesize it. The reactants are: [F:1][C:2]([F:16])([F:15])[CH:3]([C:5]1[CH:10]=[CH:9][CH:8]=[C:7]([C:11]([F:14])([F:13])[F:12])[CH:6]=1)[NH2:4].[Cl:17][C:18]1[C:19]([C:30](=[O:35])[NH:31][CH:32]2[CH2:34][CH2:33]2)=[CH:20][C:21]2[N:25]=[C:24]([C:26](O)=[O:27])[NH:23][C:22]=2[CH:29]=1.F[P-](F)(F)(F)(F)F.N1(OC(N(C)C)=[N+](C)C)C2C=CC=CC=2N=N1.CN1CCOCC1.